Task: Predict the product of the given reaction.. Dataset: Forward reaction prediction with 1.9M reactions from USPTO patents (1976-2016) Given the reactants [CH3:1][C:2]([O:11][C:12]1[CH:17]=[CH:16][C:15]([CH2:18][N:19]2[C:23](=[O:24])[C:22]3([CH2:29][CH2:28][NH:27][CH2:26][CH2:25]3)[N:21]([C:30]3[CH:35]=[CH:34][CH:33]=[CH:32][CH:31]=3)[CH2:20]2)=[CH:14][CH:13]=1)([CH3:10])[C:3]([O:5][C:6]([CH3:9])([CH3:8])[CH3:7])=[O:4].C(=O)([O-])[O-].[K+].[K+].I[CH2:43][CH2:44][CH2:45][N:46]1[C:50]2[CH:51]=[CH:52][CH:53]=[CH:54][C:49]=2[NH:48][C:47]1=[O:55], predict the reaction product. The product is: [CH3:10][C:2]([O:11][C:12]1[CH:13]=[CH:14][C:15]([CH2:18][N:19]2[C:23](=[O:24])[C:22]3([CH2:29][CH2:28][N:27]([CH2:43][CH2:44][CH2:45][N:46]4[C:50]5[CH:51]=[CH:52][CH:53]=[CH:54][C:49]=5[NH:48][C:47]4=[O:55])[CH2:26][CH2:25]3)[N:21]([C:30]3[CH:31]=[CH:32][CH:33]=[CH:34][CH:35]=3)[CH2:20]2)=[CH:16][CH:17]=1)([CH3:1])[C:3]([O:5][C:6]([CH3:7])([CH3:8])[CH3:9])=[O:4].